Predict the reaction yield, written as a fraction of the theoretical maximum amount of product (1.0 means a 100% yield; for example, 0.34 means a 34% yield). From a dataset of Reaction yield outcomes from USPTO patents with 853,638 reactions. (1) The reactants are Cl[C:2]1[N:7]=[C:6]([Cl:8])[N:5]=[C:4]([NH:9][C:10]2[N:11]=[CH:12][N:13]([CH2:15][C:16]#[N:17])[CH:14]=2)[N:3]=1.Cl.[F:19][C:20]1[CH:21]=[N:22][C:23]([C@@H:26]([NH2:28])[CH3:27])=[N:24][CH:25]=1.CCN(C(C)C)C(C)C. The catalyst is C(O)C. The product is [Cl:8][C:6]1[N:7]=[C:2]([NH:28][C@H:26]([C:23]2[N:24]=[CH:25][C:20]([F:19])=[CH:21][N:22]=2)[CH3:27])[N:3]=[C:4]([NH:9][C:10]2[N:11]=[CH:12][N:13]([CH2:15][C:16]#[N:17])[CH:14]=2)[N:5]=1. The yield is 0.550. (2) The reactants are Cl[C:2]1[N:10]=[CH:9][N:8]=[C:7]2[C:3]=1[NH:4][CH:5]=[N:6]2.[CH3:11][O:12][C:13]1[CH:14]=[C:15]2[C:20](=[CH:21][CH:22]=1)[NH:19][CH2:18][CH2:17][CH2:16]2. The catalyst is Cl.CC(O)C. The product is [CH3:11][O:12][C:13]1[CH:14]=[C:15]2[C:20](=[CH:21][CH:22]=1)[N:19]([C:2]1[N:10]=[CH:9][N:8]=[C:7]3[C:3]=1[NH:4][CH:5]=[N:6]3)[CH2:18][CH2:17][CH2:16]2. The yield is 0.736. (3) The reactants are Cl.Cl.[CH3:3][N:4]([CH3:9])[CH:5]1[CH2:8][NH:7][CH2:6]1.F[C:11]1[C:16]([N+:17]([O-:19])=[O:18])=[CH:15][C:14]([NH:20][C:21]2[N:26]=[C:25]([C:27]3[CH:28]=[N:29][N:30]4[CH2:35][CH2:34][CH2:33][CH2:32][C:31]=34)[CH:24]=[CH:23][N:22]=2)=[C:13]([O:36][CH3:37])[CH:12]=1.CCN(C(C)C)C(C)C. The catalyst is CC(N(C)C)=O. The product is [CH3:3][N:4]([CH3:9])[CH:5]1[CH2:8][N:7]([C:11]2[C:16]([N+:17]([O-:19])=[O:18])=[CH:15][C:14]([NH:20][C:21]3[N:26]=[C:25]([C:27]4[CH:28]=[N:29][N:30]5[CH2:35][CH2:34][CH2:33][CH2:32][C:31]=45)[CH:24]=[CH:23][N:22]=3)=[C:13]([O:36][CH3:37])[CH:12]=2)[CH2:6]1. The yield is 0.500. (4) The reactants are [C:1](#[N:5])[CH2:2][C:3]#[N:4].[CH2:6]([O:8][CH:9]([O:14][CH2:15][CH3:16])[CH2:10][C:11](=O)[CH3:12])[CH3:7].C(O)(=O)C.N1CCCCC1. The catalyst is C1(C)C=CC=CC=1. The product is [CH2:6]([O:8][CH:9]([O:14][CH2:15][CH3:16])[CH2:10][C:11](=[C:2]([C:1]#[N:5])[C:3]#[N:4])[CH3:12])[CH3:7]. The yield is 0.757. (5) The reactants are [CH:1]1([C:4]2[CH:5]=[C:6]([NH:20]C(=O)OC(C)(C)C)[CH:7]=[C:8]3[C:12]=2[N:11]([C:13]2[CH:14]=[N:15][C:16]([CH3:19])=[CH:17][CH:18]=2)[CH:10]=[CH:9]3)[CH2:3][CH2:2]1.Cl. The catalyst is O1CCOCC1. The product is [CH:1]1([C:4]2[CH:5]=[C:6]([NH2:20])[CH:7]=[C:8]3[C:12]=2[N:11]([C:13]2[CH:14]=[N:15][C:16]([CH3:19])=[CH:17][CH:18]=2)[CH:10]=[CH:9]3)[CH2:3][CH2:2]1. The yield is 0.830. (6) The reactants are [Br:1][C:2]1[CH:3]=[C:4]([N:8]2[C:12]([NH2:13])=[CH:11][C:10]([C:14]([CH3:17])([CH3:16])[CH3:15])=[N:9]2)[CH:5]=[CH:6][CH:7]=1.[C:18](O[C:18]([O:20][C:21]([CH3:24])([CH3:23])[CH3:22])=[O:19])([O:20][C:21]([CH3:24])([CH3:23])[CH3:22])=[O:19]. The catalyst is CN(C1C=CN=CC=1)C.C(Cl)Cl. The product is [C:21]([O:20][C:18]([N:13]([C:12]1[N:8]([C:4]2[CH:5]=[CH:6][CH:7]=[C:2]([Br:1])[CH:3]=2)[N:9]=[C:10]([C:14]([CH3:17])([CH3:16])[CH3:15])[CH:11]=1)[C:18]([O:20][C:21]([CH3:24])([CH3:23])[CH3:22])=[O:19])=[O:19])([CH3:24])([CH3:23])[CH3:22]. The yield is 0.780. (7) The reactants are [F:1][C:2]1[CH:3]=[C:4]([C:29]2[C:30]([C:35]#[N:36])=[CH:31][CH:32]=[CH:33][CH:34]=2)[CH:5]=[CH:6][C:7]=1[CH2:8][C:9]1[C:10](=[O:28])[N:11]([CH:21]2[CH2:26][CH2:25][C:24](=[O:27])[CH2:23][CH2:22]2)[C:12]2[N:13]([N:18]=[CH:19][N:20]=2)[C:14]=1[CH2:15][CH2:16][CH3:17].[C:37]1([CH2:43]O)([CH2:41][OH:42])[CH2:40][CH2:39][CH2:38]1. The catalyst is O.C1(C)C=CC(S(O)(=O)=O)=CC=1.C1(C)C=CC=CC=1. The product is [CH2:38]1[C:37]2([CH2:41][O:42][C:24]3([CH2:23][CH2:22][CH:21]([N:11]4[C:10](=[O:28])[C:9]([CH2:8][C:7]5[CH:6]=[CH:5][C:4]([C:29]6[C:30]([C:35]#[N:36])=[CH:31][CH:32]=[CH:33][CH:34]=6)=[CH:3][C:2]=5[F:1])=[C:14]([CH2:15][CH2:16][CH3:17])[N:13]5[N:18]=[CH:19][N:20]=[C:12]45)[CH2:26][CH2:25]3)[O:27][CH2:43]2)[CH2:40][CH2:39]1. The yield is 0.860. (8) The reactants are [N:1]1[CH:6]=[CH:5][CH:4]=[CH:3][C:2]=1[CH:7]=[CH:8][C:9]1[C:17]2[C:12](=[N:13][CH:14]=[C:15]([C:18]3[CH:19]=[C:20]([OH:24])[CH:21]=[CH:22][CH:23]=3)[CH:16]=2)[NH:11][CH:10]=1. The yield is 0.600. The catalyst is [Pd].CO.C(Cl)Cl.CN(C=O)C. The product is [N:1]1[CH:6]=[CH:5][CH:4]=[CH:3][C:2]=1[CH2:7][CH2:8][C:9]1[C:17]2[C:12](=[N:13][CH:14]=[C:15]([C:18]3[CH:19]=[C:20]([OH:24])[CH:21]=[CH:22][CH:23]=3)[CH:16]=2)[NH:11][CH:10]=1. (9) The reactants are [CH2:1]([O:3][C:4](=[O:22])[CH2:5][C:6]1[N:7]([C:15]([O:17][C:18]([CH3:21])([CH3:20])[CH3:19])=[O:16])[C:8]2[C:13]([CH:14]=1)=[CH:12][CH:11]=[CH:10][CH:9]=2)[CH3:2].[CH3:23][Si](C)(C)N[Si](C)(C)C.[K].CI. The catalyst is C1COCC1. The product is [CH2:1]([O:3][C:4](=[O:22])[CH:5]([C:6]1[N:7]([C:15]([O:17][C:18]([CH3:21])([CH3:20])[CH3:19])=[O:16])[C:8]2[C:13]([CH:14]=1)=[CH:12][CH:11]=[CH:10][CH:9]=2)[CH3:23])[CH3:2]. The yield is 0.880. (10) The reactants are [F:1][C:2]1[CH:18]=[CH:17][C:16]([F:19])=[CH:15][C:3]=1[CH2:4][CH:5]1[CH2:10][CH:9]([C:11]([O:13][CH3:14])=[O:12])[CH2:8][CH2:7][NH:6]1.CCN(C(C)C)C(C)C.[C:29](Cl)(=[O:32])[O:30][CH3:31]. The catalyst is C(Cl)Cl. The product is [F:1][C:2]1[CH:18]=[CH:17][C:16]([F:19])=[CH:15][C:3]=1[CH2:4][CH:5]1[CH2:10][CH:9]([C:11]([O:13][CH3:14])=[O:12])[CH2:8][CH2:7][N:6]1[C:29]([O:30][CH3:31])=[O:32]. The yield is 1.00.